From a dataset of Catalyst prediction with 721,799 reactions and 888 catalyst types from USPTO. Predict which catalyst facilitates the given reaction. Reactant: [CH3:1][C:2]1[C:3]([OH:12])=[N:4][C:5]2[C:10]([N:11]=1)=[CH:9][CH:8]=[CH:7][CH:6]=2.[Se](=O)=[O:14]. Product: [OH:12][C:3]1[C:2]([CH:1]=[O:14])=[N:11][C:10]2[C:5]([N:4]=1)=[CH:6][CH:7]=[CH:8][CH:9]=2. The catalyst class is: 12.